This data is from NCI-60 drug combinations with 297,098 pairs across 59 cell lines. The task is: Regression. Given two drug SMILES strings and cell line genomic features, predict the synergy score measuring deviation from expected non-interaction effect. (1) Drug 1: CC1=C(C(CCC1)(C)C)C=CC(=CC=CC(=CC(=O)O)C)C. Drug 2: CC1=C(C=C(C=C1)NC(=O)C2=CC=C(C=C2)CN3CCN(CC3)C)NC4=NC=CC(=N4)C5=CN=CC=C5. Cell line: MDA-MB-435. Synergy scores: CSS=2.93, Synergy_ZIP=-1.04, Synergy_Bliss=-1.97, Synergy_Loewe=-6.47, Synergy_HSA=-3.54. (2) Drug 1: C(=O)(N)NO. Drug 2: CN(CC1=CN=C2C(=N1)C(=NC(=N2)N)N)C3=CC=C(C=C3)C(=O)NC(CCC(=O)O)C(=O)O. Cell line: CCRF-CEM. Synergy scores: CSS=58.1, Synergy_ZIP=6.58, Synergy_Bliss=7.43, Synergy_Loewe=-25.6, Synergy_HSA=5.83. (3) Drug 1: C1C(C(OC1N2C=C(C(=O)NC2=O)F)CO)O. Drug 2: C1CN(P(=O)(OC1)NCCCl)CCCl. Cell line: NCI-H522. Synergy scores: CSS=5.77, Synergy_ZIP=-3.28, Synergy_Bliss=-1.89, Synergy_Loewe=-1.13, Synergy_HSA=-1.70. (4) Cell line: MALME-3M. Drug 1: CC12CCC(CC1=CCC3C2CCC4(C3CC=C4C5=CN=CC=C5)C)O. Synergy scores: CSS=3.75, Synergy_ZIP=0.167, Synergy_Bliss=4.99, Synergy_Loewe=1.02, Synergy_HSA=3.05. Drug 2: C1=CC(=CC=C1C#N)C(C2=CC=C(C=C2)C#N)N3C=NC=N3. (5) Drug 1: CN(C)C1=NC(=NC(=N1)N(C)C)N(C)C. Drug 2: C1=CC=C(C=C1)NC(=O)CCCCCCC(=O)NO. Cell line: SF-539. Synergy scores: CSS=12.6, Synergy_ZIP=-3.79, Synergy_Bliss=-0.757, Synergy_Loewe=-64.8, Synergy_HSA=-3.11. (6) Drug 1: CCC1=C2CN3C(=CC4=C(C3=O)COC(=O)C4(CC)O)C2=NC5=C1C=C(C=C5)O. Drug 2: CC1=C(N=C(N=C1N)C(CC(=O)N)NCC(C(=O)N)N)C(=O)NC(C(C2=CN=CN2)OC3C(C(C(C(O3)CO)O)O)OC4C(C(C(C(O4)CO)O)OC(=O)N)O)C(=O)NC(C)C(C(C)C(=O)NC(C(C)O)C(=O)NCCC5=NC(=CS5)C6=NC(=CS6)C(=O)NCCC[S+](C)C)O. Cell line: NCI/ADR-RES. Synergy scores: CSS=44.1, Synergy_ZIP=-3.49, Synergy_Bliss=-2.08, Synergy_Loewe=2.28, Synergy_HSA=2.98. (7) Drug 1: C1CCC(C(C1)N)N.C(=O)(C(=O)[O-])[O-].[Pt+4]. Drug 2: CC1C(C(CC(O1)OC2CC(CC3=C2C(=C4C(=C3O)C(=O)C5=CC=CC=C5C4=O)O)(C(=O)C)O)N)O. Cell line: HCT116. Synergy scores: CSS=51.7, Synergy_ZIP=-9.40, Synergy_Bliss=-13.2, Synergy_Loewe=-11.0, Synergy_HSA=-9.59. (8) Drug 1: COC1=CC(=CC(=C1O)OC)C2C3C(COC3=O)C(C4=CC5=C(C=C24)OCO5)OC6C(C(C7C(O6)COC(O7)C8=CC=CS8)O)O. Drug 2: CC1C(C(=O)NC(C(=O)N2CCCC2C(=O)N(CC(=O)N(C(C(=O)O1)C(C)C)C)C)C(C)C)NC(=O)C3=C4C(=C(C=C3)C)OC5=C(C(=O)C(=C(C5=N4)C(=O)NC6C(OC(=O)C(N(C(=O)CN(C(=O)C7CCCN7C(=O)C(NC6=O)C(C)C)C)C)C(C)C)C)N)C. Cell line: ACHN. Synergy scores: CSS=54.9, Synergy_ZIP=-2.04, Synergy_Bliss=-2.73, Synergy_Loewe=-2.28, Synergy_HSA=-2.17. (9) Drug 1: C1CC(=O)NC(=O)C1N2CC3=C(C2=O)C=CC=C3N. Drug 2: C#CCC(CC1=CN=C2C(=N1)C(=NC(=N2)N)N)C3=CC=C(C=C3)C(=O)NC(CCC(=O)O)C(=O)O. Cell line: MALME-3M. Synergy scores: CSS=1.35, Synergy_ZIP=-0.968, Synergy_Bliss=-2.73, Synergy_Loewe=-5.92, Synergy_HSA=-2.37. (10) Drug 1: C1=NC(=NC(=O)N1C2C(C(C(O2)CO)O)O)N. Drug 2: CN(C(=O)NC(C=O)C(C(C(CO)O)O)O)N=O. Cell line: NCI-H522. Synergy scores: CSS=12.6, Synergy_ZIP=-6.53, Synergy_Bliss=0.121, Synergy_Loewe=-29.3, Synergy_HSA=-0.855.